From a dataset of Peptide-MHC class II binding affinity with 134,281 pairs from IEDB. Regression. Given a peptide amino acid sequence and an MHC pseudo amino acid sequence, predict their binding affinity value. This is MHC class II binding data. (1) The peptide sequence is SWKLEKASLIEVKTC. The MHC is DRB1_0901 with pseudo-sequence DRB1_0901. The binding affinity (normalized) is 0.473. (2) The peptide sequence is GGGFGMLLRKYGIAA. The MHC is DRB1_0405 with pseudo-sequence DRB1_0405. The binding affinity (normalized) is 0.152. (3) The peptide sequence is YDSFLANVSTVLTGK. The MHC is DRB3_0202 with pseudo-sequence DRB3_0202. The binding affinity (normalized) is 0.935. (4) The peptide sequence is IRGTSATAAAIQLKC. The MHC is HLA-DQA10102-DQB10602 with pseudo-sequence HLA-DQA10102-DQB10602. The binding affinity (normalized) is 0.523. (5) The peptide sequence is NLLANVYHQINHLKT. The MHC is DRB1_0405 with pseudo-sequence DRB1_0405. The binding affinity (normalized) is 0.325.